From a dataset of Reaction yield outcomes from USPTO patents with 853,638 reactions. Predict the reaction yield, written as a fraction of the theoretical maximum amount of product (1.0 means a 100% yield; for example, 0.34 means a 34% yield). (1) The reactants are [H-].[Al+3].[Li+].[H-].[H-].[H-].[CH3:7][NH:8][C:9](=O)[CH2:10][CH2:11][CH2:12][CH2:13][CH2:14][CH2:15][CH2:16][CH2:17][CH2:18][CH2:19][CH2:20][CH2:21][CH2:22][CH2:23][CH3:24]. The catalyst is O1CCCC1. The product is [CH2:9]([NH:8][CH3:7])[CH2:10][CH2:11][CH2:12][CH2:13][CH2:14][CH2:15][CH2:16][CH2:17][CH2:18][CH2:19][CH2:20][CH2:21][CH2:22][CH2:23][CH3:24]. The yield is 0.880. (2) The reactants are [C:1]([O:5][C:6]([NH:8][C@H:9]([CH2:12][O:13][CH2:14][C:15]1[CH:20]=[CH:19][CH:18]=[CH:17][CH:16]=1)[CH2:10][NH2:11])=[O:7])([CH3:4])([CH3:3])[CH3:2].[C:21]([O:25][C:26]([NH:28][C@@H:29]([CH2:32][O:33][CH2:34][C:35]1[CH:40]=[CH:39][CH:38]=[CH:37][CH:36]=1)[CH:30]=O)=[O:27])([CH3:24])([CH3:23])[CH3:22].C([BH3-])#N.[Na+].C(O)(=O)C. The catalyst is C(O)C. The product is [C:1]([O:5][C:6]([NH:8][C@H:9]([CH2:12][O:13][CH2:14][C:15]1[CH:16]=[CH:17][CH:18]=[CH:19][CH:20]=1)[CH2:10][NH:11][CH2:30][CH:29]([NH:28][C:26]([O:25][C:21]([CH3:22])([CH3:24])[CH3:23])=[O:27])[CH2:32][O:33][CH2:34][C:35]1[CH:36]=[CH:37][CH:38]=[CH:39][CH:40]=1)=[O:7])([CH3:4])([CH3:2])[CH3:3]. The yield is 0.220.